Dataset: Forward reaction prediction with 1.9M reactions from USPTO patents (1976-2016). Task: Predict the product of the given reaction. (1) Given the reactants [O:1]=[C:2]1[C:6](=[CH:7][O-])[CH2:5][CH2:4][O:3]1.[Na+].Cl.[O:11]([C:18]1[CH:24]=[CH:23][C:21]([NH2:22])=[CH:20][CH:19]=1)[C:12]1[CH:17]=[CH:16][CH:15]=[CH:14][CH:13]=1.O, predict the reaction product. The product is: [O:11]([C:18]1[CH:19]=[CH:20][C:21]([NH:22][CH:7]=[C:6]2[CH2:5][CH2:4][O:3][C:2]2=[O:1])=[CH:23][CH:24]=1)[C:12]1[CH:17]=[CH:16][CH:15]=[CH:14][CH:13]=1. (2) Given the reactants [NH2:1][C:2]1[CH:3]=[C:4]([C:8]2[C:16]3[O:15][C:14]([C:17]([NH:19][C@@H:20]4[CH:25]5[CH2:26][CH2:27][N:22]([CH2:23][CH2:24]5)[CH2:21]4)=[O:18])=[CH:13][C:12]=3[CH:11]=[CH:10][CH:9]=2)[CH:5]=[CH:6][CH:7]=1.[C:28]([Cl:34])(=[O:33])[C:29]([CH3:32])([CH3:31])[CH3:30], predict the reaction product. The product is: [ClH:34].[N:22]12[CH2:23][CH2:24][CH:25]([CH2:26][CH2:27]1)[C@@H:20]([NH:19][C:17]([C:14]1[O:15][C:16]3[C:8]([C:4]4[CH:5]=[CH:6][CH:7]=[C:2]([NH:1][C:28](=[O:33])[C:29]([CH3:32])([CH3:31])[CH3:30])[CH:3]=4)=[CH:9][CH:10]=[CH:11][C:12]=3[CH:13]=1)=[O:18])[CH2:21]2.